From a dataset of Full USPTO retrosynthesis dataset with 1.9M reactions from patents (1976-2016). Predict the reactants needed to synthesize the given product. (1) Given the product [CH3:1][O:4][C:5]1[CH:10]=[C:9]([C:11]2[N:22]([C:24]3[CH:25]=[C:26]([C:27]#[N:28])[CH:29]=[CH:30][N:31]=3)[N:14]=[CH:13][CH:12]=2)[CH:8]=[CH:7][C:6]=1[S:18]([CH3:21])(=[O:20])=[O:19], predict the reactants needed to synthesize it. The reactants are: [C:1]([O:4][C:5]1[CH:10]=[C:9]([C:11](=O)/[CH:12]=[CH:13]/[N:14](C)C)[CH:8]=[CH:7][C:6]=1[S:18]([CH3:21])(=[O:20])=[O:19])(=O)C.[NH:22]([C:24]1[CH:25]=[C:26]([CH:29]=[CH:30][N:31]=1)[C:27]#[N:28])N. (2) Given the product [CH2:22]([O:21][C:19]([NH:1][C:2]1[N:3]=[CH:4][C:5]([C:8]([O:10][CH3:11])=[O:9])=[N:6][CH:7]=1)=[O:20])[CH:23]=[CH2:24], predict the reactants needed to synthesize it. The reactants are: [NH2:1][C:2]1[N:3]=[CH:4][C:5]([C:8]([O:10][CH3:11])=[O:9])=[N:6][CH:7]=1.N1C=CC=CC=1.Cl[C:19]([O:21][CH2:22][CH:23]=[CH2:24])=[O:20].O. (3) The reactants are: [NH:1]1[CH2:6][CH2:5][NH:4][CH2:3][CH2:2]1.Cl[CH2:8][C:9]1[CH:14]=[CH:13][C:12]([F:15])=[CH:11][C:10]=1[F:16]. Given the product [F:16][C:10]1[CH:11]=[C:12]([F:15])[CH:13]=[CH:14][C:9]=1[CH2:8][N:1]1[CH2:6][CH2:5][NH:4][CH2:3][CH2:2]1, predict the reactants needed to synthesize it. (4) Given the product [C:25]1([S:31]([N:34]2[C:42]3[C:37](=[CH:38][CH:39]=[C:40]([C:43]([F:45])([F:46])[F:44])[CH:41]=3)[C:36]([C:47]3[CH:48]=[N:49][NH:50][CH:51]=3)=[CH:35]2)(=[O:33])=[O:32])[CH:26]=[CH:27][CH:28]=[CH:29][CH:30]=1, predict the reactants needed to synthesize it. The reactants are: FC1C=C2C(C(C3C=NNC=3)=CN2S(C2C=CC=CC=2)(=O)=O)=CC=1.[C:25]1([S:31]([N:34]2[C:42]3[C:37](=[CH:38][CH:39]=[C:40]([C:43]([F:46])([F:45])[F:44])[CH:41]=3)[C:36]([C:47]3[CH:48]=[N:49][N:50](C(OC(C)(C)C)=O)[CH:51]=3)=[CH:35]2)(=[O:33])=[O:32])[CH:30]=[CH:29][CH:28]=[CH:27][CH:26]=1. (5) Given the product [CH3:12][O:11][C:8]1[C:7]([CH3:13])=[CH:6][N:5]=[C:4]([CH2:3][NH:15][CH3:14])[C:9]=1[CH3:10], predict the reactants needed to synthesize it. The reactants are: Cl.Cl[CH2:3][C:4]1[C:9]([CH3:10])=[C:8]([O:11][CH3:12])[C:7]([CH3:13])=[CH:6][N:5]=1.[CH3:14][NH2:15]. (6) Given the product [Cl:1][C:2]1[N:3]=[C:4]([NH:21][C@H:22]([CH:25]([CH3:27])[CH3:26])[CH2:23][OH:24])[C:5]2[S:10][CH2:9][CH2:8][C:6]=2[N:7]=1, predict the reactants needed to synthesize it. The reactants are: [Cl:1][C:2]1[N:3]=[C:4](Cl)[C:5]2[S:10][CH2:9][CH2:8][C:6]=2[N:7]=1.C(N(C(C)C)CC)(C)C.[NH2:21][C@H:22]([CH:25]([CH3:27])[CH3:26])[CH2:23][OH:24]. (7) Given the product [C:7]1([C:13]#[C:14][C:15]([O:6][CH:2](/[CH:3]=[CH:4]\[CH3:5])[CH3:1])=[O:16])[CH:12]=[CH:11][CH:10]=[CH:9][CH:8]=1, predict the reactants needed to synthesize it. The reactants are: [CH3:1][CH:2]([OH:6])/[CH:3]=[CH:4]\[CH3:5].[C:7]1([CH2:13][CH2:14][C:15](O)=[O:16])[CH:12]=[CH:11][CH:10]=[CH:9][CH:8]=1.[Cl-].C(N=C=NCCC[NH+](C)C)C. (8) Given the product [CH3:1][C:2]1[C:3]([C:10]2[S:11][CH:12]=[CH:13][CH:14]=2)=[N:4][C:5]([S:8]([CH3:9])(=[O:16])=[O:15])=[N:6][CH:7]=1, predict the reactants needed to synthesize it. The reactants are: [CH3:1][C:2]1[C:3]([C:10]2[S:11][CH:12]=[CH:13][CH:14]=2)=[N:4][C:5]([S:8][CH3:9])=[N:6][CH:7]=1.[OH2:15].[OH:16]OS([O-])=O.[K+]. (9) Given the product [CH:30]([C:29]1[C:24]([O:12][CH2:11][CH2:10][CH2:9][C:8]2[C:4]([CH:1]([CH3:3])[CH3:2])=[N:5][N:6]([C:13]3[CH:18]=[CH:17][C:16]([C:19]([F:21])([F:20])[F:22])=[CH:15][N:14]=3)[CH:7]=2)=[C:25]([CH2:33][C:34]([O:36][CH3:37])=[O:35])[CH:26]=[CH:27][CH:28]=1)([CH3:32])[CH3:31], predict the reactants needed to synthesize it. The reactants are: [CH:1]([C:4]1[C:8]([CH2:9][CH2:10][CH2:11][OH:12])=[CH:7][N:6]([C:13]2[CH:18]=[CH:17][C:16]([C:19]([F:22])([F:21])[F:20])=[CH:15][N:14]=2)[N:5]=1)([CH3:3])[CH3:2].O[C:24]1[C:29]([CH:30]([CH3:32])[CH3:31])=[CH:28][CH:27]=[CH:26][C:25]=1[CH2:33][C:34]([O:36][CH3:37])=[O:35].C(P(CCCC)CCCC)CCC.N(C(N1CCCCC1)=O)=NC(N1CCCCC1)=O.